This data is from Forward reaction prediction with 1.9M reactions from USPTO patents (1976-2016). The task is: Predict the product of the given reaction. (1) Given the reactants Br[C:2]1[CH:11]=[C:10]2[C:5]([N:6]=[CH:7][CH:8]=[N:9]2)=[C:4]([C:12]([NH:14][CH2:15][C:16]([O:18][CH2:19][CH3:20])=[O:17])=[O:13])[C:3]=1[OH:21].C([Sn](CCCC)(CCCC)[C:27]1[O:28][CH:29]=[CH:30][CH:31]=1)CCC, predict the reaction product. The product is: [O:28]1[CH:29]=[CH:30][CH:31]=[C:27]1[C:2]1[CH:11]=[C:10]2[C:5]([N:6]=[CH:7][CH:8]=[N:9]2)=[C:4]([C:12]([NH:14][CH2:15][C:16]([O:18][CH2:19][CH3:20])=[O:17])=[O:13])[C:3]=1[OH:21]. (2) Given the reactants [Cr](Cl)([O-])(=O)=O.[NH+]1C=CC=CC=1.C([O-])(=O)C.[Na+].[CH2:17]([N:19]1[C:23]2=[N:24][CH:25]=[C:26]([CH2:35][OH:36])[C:27]([NH:28][CH:29]3[CH2:34][CH2:33][O:32][CH2:31][CH2:30]3)=[C:22]2[CH:21]=[N:20]1)[CH3:18], predict the reaction product. The product is: [CH2:17]([N:19]1[C:23]2=[N:24][CH:25]=[C:26]([CH:35]=[O:36])[C:27]([NH:28][CH:29]3[CH2:30][CH2:31][O:32][CH2:33][CH2:34]3)=[C:22]2[CH:21]=[N:20]1)[CH3:18]. (3) Given the reactants [NH2:1][C:2]1[N:7]2[N:8]=[CH:9][C:10]([C:11]3[CH:12]=[N:13][C:14]4[C:19]([CH:20]=3)=[CH:18][CH:17]=[CH:16][CH:15]=4)=[C:6]2[N:5]=[C:4]([CH:21]2[CH2:26][CH2:25][CH:24]([CH2:27][C:28](O)=O)[CH2:23][CH2:22]2)[C:3]=1[Br:31].C[Si](C)(C)CCOC[N:38](COCC[Si](C)(C)C)C1N2N=CC(C3C=NC4C(C=3)=CC=CC=4)=C2N=C(C2CCCC([CH2:64][C:65]([O:67]CC)=[O:66])C2)C=1.C[Si](C)(C)CCOCN(COCC[Si](C)(C)C)C1N2N=CC(C3C=NC4C(C=3)=CC=CC=4)=C2N=C(C2CCC(CC(OCC)=O)CC2)C=1, predict the reaction product. The product is: [NH2:1][C:2]1[N:7]2[N:8]=[CH:9][C:10]([C:11]3[CH:12]=[N:13][C:14]4[C:19]([CH:20]=3)=[CH:18][CH:17]=[CH:16][CH:15]=4)=[C:6]2[N:5]=[C:4]([CH:21]2[CH2:26][CH2:25][CH2:24][CH:23]([CH2:64][C:65]([OH:67])=[O:66])[CH2:22]2)[C:3]=1[Br:31].[NH2:1][C:2]1[N:7]2[N:8]=[CH:9][C:10]([C:11]3[CH:12]=[N:13][C:14]4[C:19]([CH:20]=3)=[CH:18][CH:17]=[CH:16][CH:15]=4)=[C:6]2[N:5]=[C:4]([CH:21]2[CH2:26][CH2:25][CH:24]([CH2:27][C:28]#[N:38])[CH2:23][CH2:22]2)[C:3]=1[Br:31]. (4) Given the reactants FC1C=C(F)C=CC=1NC1C=CC(C(C2C=C(N3C=C(CCO)N=N3)C=CC=2C)=O)=C(C)C=1.Br[C:35]1[CH:40]=[CH:39][C:38]([C:41]([C:43]2[CH:48]=[C:47]([N:49]3[CH:53]=[C:52]([CH2:54][CH2:55][OH:56])[N:51]=[N:50]3)[CH:46]=[CH:45][C:44]=2[CH3:57])=[O:42])=[C:37]([CH3:58])[CH:36]=1.[NH2:59][C:60]1[CH:61]=[C:62]([CH:65]=[CH:66][CH:67]=1)[C:63]#[N:64], predict the reaction product. The product is: [OH:56][CH2:55][CH2:54][C:52]1[N:51]=[N:50][N:49]([C:47]2[CH:46]=[CH:45][C:44]([CH3:57])=[C:43]([CH:48]=2)[C:41]([C:38]2[CH:39]=[CH:40][C:35]([NH:59][C:60]3[CH:61]=[C:62]([CH:65]=[CH:66][CH:67]=3)[C:63]#[N:64])=[CH:36][C:37]=2[CH3:58])=[O:42])[CH:53]=1. (5) Given the reactants [NH2:1][C:2]1[N:6]([C:7]2[CH:12]=[CH:11][C:10]([F:13])=[CH:9][CH:8]=2)[N:5]=[CH:4][C:3]=1[C:14]([NH:16][CH2:17][C:18]([CH2:24][NH:25][CH2:26][CH2:27][F:28])([OH:23])[C:19]([F:22])([F:21])[F:20])=[O:15].C(N(C(C)C)CC)(C)C.[C:38](Cl)(=[O:45])[C:39]1[CH:44]=[CH:43][CH:42]=[CH:41][CH:40]=1, predict the reaction product. The product is: [NH2:1][C:2]1[N:6]([C:7]2[CH:12]=[CH:11][C:10]([F:13])=[CH:9][CH:8]=2)[N:5]=[CH:4][C:3]=1[C:14]([NH:16][CH2:17][C:18]([CH2:24][N:25]([CH2:26][CH2:27][F:28])[C:38]([C:39]1[CH:44]=[CH:43][CH:42]=[CH:41][CH:40]=1)=[O:45])([OH:23])[C:19]([F:21])([F:22])[F:20])=[O:15]. (6) Given the reactants [CH3:1][O:2][C:3]1[CH:4]=[C:5]([NH:9][CH:10]([C:41]2[CH:46]=[CH:45][CH:44]=[CH:43][CH:42]=2)[C:11]([C:13]2[C:21]3[C:16](=[CH:17][CH:18]=[CH:19][CH:20]=3)[N:15]([S:22]([CH:25]3[CH2:30][CH2:29][N:28](C(OCC4C=CC=CC=4)=O)[CH2:27][CH2:26]3)(=[O:24])=[O:23])[CH:14]=2)=[O:12])[CH:6]=[CH:7][CH:8]=1.C([O-])=O.[NH4+], predict the reaction product. The product is: [CH3:1][O:2][C:3]1[CH:4]=[C:5]([NH:9][CH:10]([C:41]2[CH:46]=[CH:45][CH:44]=[CH:43][CH:42]=2)[C:11]([C:13]2[C:21]3[C:16](=[CH:17][CH:18]=[CH:19][CH:20]=3)[N:15]([S:22]([CH:25]3[CH2:26][CH2:27][NH:28][CH2:29][CH2:30]3)(=[O:23])=[O:24])[CH:14]=2)=[O:12])[CH:6]=[CH:7][CH:8]=1. (7) The product is: [Cl:1][C:2]1[CH:7]=[CH:6][CH:5]=[C:4]([C:8]#[CH:9])[CH:3]=1. Given the reactants [Cl:1][C:2]1[CH:3]=[C:4]([C:8]#[C:9]C(C)(O)C)[CH:5]=[CH:6][CH:7]=1.C(=O)([O-])[O-].[K+].[K+].C1OCCOCCOCCOCCOCCOC1, predict the reaction product. (8) Given the reactants [CH3:1][O:2][C:3](=[O:12])[C:4]1[C:5](=[CH:7][CH:8]=[C:9]([Cl:11])[CH:10]=1)[OH:6].[Br:13]N1C(=O)CCC1=O, predict the reaction product. The product is: [Br:13][C:7]1[C:5]([OH:6])=[C:4]([CH:10]=[C:9]([Cl:11])[CH:8]=1)[C:3]([O:2][CH3:1])=[O:12]. (9) The product is: [Cl:1][C:2]1[CH:3]=[CH:4][C:5]([C:8]2[C:13]([O:14][CH2:15][CH:16]3[CH2:17][CH2:18]3)=[N:12][CH:11]=[C:10]([CH:9]=2)[C:19]([NH:30][CH2:29][C:27]2[N:28]=[C:24]([CH2:22][CH3:23])[S:25][CH:26]=2)=[O:21])=[CH:6][CH:7]=1. Given the reactants [Cl:1][C:2]1[CH:7]=[CH:6][C:5]([C:8]2[CH:9]=[C:10]([C:19]([OH:21])=O)[CH:11]=[N:12][C:13]=2[O:14][CH2:15][CH:16]2[CH2:18][CH2:17]2)=[CH:4][CH:3]=1.[CH2:22]([C:24]1[S:25][CH:26]=[C:27]([CH2:29][NH2:30])[N:28]=1)[CH3:23], predict the reaction product. (10) Given the reactants [Cl:1][C:2]1[CH:7]=[CH:6][C:5]([CH2:8][CH2:9][CH2:10][N:11]([CH3:34])[C:12]2[N:17]=[C:16]([N:18]3[CH2:23][CH2:22][NH:21][CH2:20][CH2:19]3)[N:15]=[C:14]([NH:24][CH2:25][CH2:26][C:27]3[CH:32]=[CH:31][C:30]([OH:33])=[CH:29][CH:28]=3)[N:13]=2)=[CH:4][CH:3]=1.Cl.Cl[CH2:37][C:38]1[N:39]=[C:40]([CH3:43])[S:41][CH:42]=1, predict the reaction product. The product is: [Cl:1][C:2]1[CH:7]=[CH:6][C:5]([CH2:8][CH2:9][CH2:10][N:11]([CH3:34])[C:12]2[N:17]=[C:16]([N:18]3[CH2:19][CH2:20][N:21]([CH2:37][C:38]4[N:39]=[C:40]([CH3:43])[S:41][CH:42]=4)[CH2:22][CH2:23]3)[N:15]=[C:14]([NH:24][CH2:25][CH2:26][C:27]3[CH:28]=[CH:29][C:30]([OH:33])=[CH:31][CH:32]=3)[N:13]=2)=[CH:4][CH:3]=1.